The task is: Predict the reaction yield, written as a fraction of the theoretical maximum amount of product (1.0 means a 100% yield; for example, 0.34 means a 34% yield).. This data is from Reaction yield outcomes from USPTO patents with 853,638 reactions. (1) The reactants are [CH3:1][C:2]([CH3:17])([CH3:16])[C:3]#[C:4][C:5]1[CH:10]=[C:9]([N+:11]([O-:13])=[O:12])[CH:8]=[C:7]([F:14])[C:6]=1[NH2:15].N1C=CC=CC=1.[C:24](Cl)(=[O:28])[CH2:25][CH2:26][CH3:27]. The catalyst is C(Cl)Cl. The product is [CH3:1][C:2]([CH3:17])([CH3:16])[C:3]#[C:4][C:5]1[CH:10]=[C:9]([N+:11]([O-:13])=[O:12])[CH:8]=[C:7]([F:14])[C:6]=1[NH:15][C:24](=[O:28])[CH2:25][CH2:26][CH3:27]. The yield is 0.620. (2) The reactants are [NH:1]1[C:9]2[C:4](=[CH:5][CH:6]=[CH:7][N:8]=2)[C:3]([CH:10]=O)=[CH:2]1.[O:12]=[C:13]1[CH2:17][O:16][C:15]([NH:18][C:19]2[CH:24]=[CH:23][CH:22]=[CH:21][CH:20]=2)=[C:14]1[C:25]([O:27][CH2:28][CH3:29])=[O:26].N1CCCCC1. The catalyst is C(O)C. The product is [NH:1]1[C:9]2=[N:8][CH:7]=[CH:6][CH:5]=[C:4]2[C:3]([CH:10]=[C:17]2[O:16][C:15]([NH:18][C:19]3[CH:24]=[CH:23][CH:22]=[CH:21][CH:20]=3)=[C:14]([C:25]([O:27][CH2:28][CH3:29])=[O:26])[C:13]2=[O:12])=[CH:2]1. The yield is 0.480. (3) The product is [C:1]1([S:7]([CH:10]([C:11]2[O:12][C:13]([CH3:16])=[N:14][N:15]=2)[CH:22]2[CH2:23][CH2:24][C:20](=[O:25])[CH2:21]2)(=[O:9])=[O:8])[CH:2]=[CH:3][CH:4]=[CH:5][CH:6]=1. The catalyst is CO.[NH4+].[Cl-]. The reactants are [C:1]1([S:7]([CH2:10][C:11]2[O:12][C:13]([CH3:16])=[N:14][N:15]=2)(=[O:9])=[O:8])[CH:6]=[CH:5][CH:4]=[CH:3][CH:2]=1.C[O-].[Na+].[C:20]1(=[O:25])[CH2:24][CH2:23][CH:22]=[CH:21]1. The yield is 0.860. (4) The reactants are I[C:2]1[CH:3]=[CH:4][CH:5]=[C:6]2[C:11]=1[CH:10]=[C:9]([S:12]([NH2:15])(=[O:14])=[O:13])[CH:8]=[CH:7]2.[CH2:16]([S-:18])[CH3:17].[Na+]. The catalyst is CN(C=O)C.[Li+].[Cl-].C1C=CC(P(C2C=CC=CC=2)[C-]2C=CC=C2)=CC=1.C1C=CC(P(C2C=CC=CC=2)[C-]2C=CC=C2)=CC=1.Cl[Pd]Cl.[Fe+2]. The product is [CH2:16]([S:18][C:2]1[CH:3]=[CH:4][CH:5]=[C:6]2[C:11]=1[CH:10]=[C:9]([S:12]([NH2:15])(=[O:14])=[O:13])[CH:8]=[CH:7]2)[CH3:17]. The yield is 0.300. (5) The product is [F:24][C:18]1[CH:19]=[CH:20][CH:21]=[C:22]([F:23])[C:17]=1[C:14]1[CH:15]=[C:16]2[C:11](=[CH:12][CH:13]=1)[N:10]([CH:25]1[CH2:30][CH2:29][CH2:28][CH2:27][O:26]1)[N:9]=[C:8]2[C:6]1[CH:5]=[N:4][CH:3]=[C:2]([N:32]2[CH2:31][CH2:36][CH:35]=[CH:34][CH2:33]2)[N:7]=1. The reactants are Cl[C:2]1[N:7]=[C:6]([C:8]2[C:16]3[C:11](=[CH:12][CH:13]=[C:14]([C:17]4[C:22]([F:23])=[CH:21][CH:20]=[CH:19][C:18]=4[F:24])[CH:15]=3)[N:10]([CH:25]3[CH2:30][CH2:29][CH2:28][CH2:27][O:26]3)[N:9]=2)[CH:5]=[N:4][CH:3]=1.[CH3:31][N:32]1[C:36](=O)[CH2:35][CH2:34][CH2:33]1. The yield is 0.830. No catalyst specified.